This data is from Forward reaction prediction with 1.9M reactions from USPTO patents (1976-2016). The task is: Predict the product of the given reaction. (1) Given the reactants [CH3:1][C:2]1[CH:7]=[CH:6][C:5]([C:8]2[C:9]([C:14]#[N:15])=[CH:10][CH:11]=[CH:12][CH:13]=2)=[CH:4][CH:3]=1.[Br:16]N1C(=O)CCC1=O.CC(N=NC(C#N)(C)C)(C#N)C, predict the reaction product. The product is: [Br:16][CH2:1][C:2]1[CH:3]=[CH:4][C:5]([C:8]2[C:9]([C:14]#[N:15])=[CH:10][CH:11]=[CH:12][CH:13]=2)=[CH:6][CH:7]=1. (2) Given the reactants C(OC([N:8]1[CH2:17][CH2:16][C:15]2[NH:14][N:13]=[C:12]([C:18]3[CH:23]=[CH:22][C:21]([Cl:24])=[CH:20][CH:19]=3)[C:11]=2[CH2:10][CH2:9]1)=O)(C)(C)C.Br[CH2:26][CH2:27][CH:28]1[CH2:33][CH2:32][CH2:31][CH2:30][CH2:29]1.C(OC(N1CCC2C(=C(C3C=CC(Cl)=CC=3)N(CCC3CCCCC3)N=2)CC1)=O)(C)(C)C, predict the reaction product. The product is: [Cl:24][C:21]1[CH:20]=[CH:19][C:18]([C:12]2[C:11]3[CH2:10][CH2:9][NH:8][CH2:17][CH2:16][C:15]=3[N:14]([CH2:26][CH2:27][CH:28]3[CH2:33][CH2:32][CH2:31][CH2:30][CH2:29]3)[N:13]=2)=[CH:23][CH:22]=1. (3) Given the reactants [C@H:1]12[CH2:7][C@H:4]([NH:5][CH2:6]1)[CH2:3][N:2]2[CH2:8][C:9]1[CH:10]=[C:11]([C:15]2[C:20]([CH3:21])=[CH:19][CH:18]=[C:17]([CH2:22][NH:23][C:24]([C:26]3[CH:31]=[CH:30][CH:29]=[C:28]([C:32]([NH:34][CH2:35][C:36]4[C:37]([NH:49][CH:50]5[CH2:55][CH2:54][O:53][CH2:52][CH2:51]5)=[C:38]5[CH:46]=[N:45][N:44]([CH2:47][CH3:48])[C:39]5=[N:40][C:41]=4[CH2:42][CH3:43])=[O:33])[N:27]=3)=[O:25])[CH:16]=2)[CH:12]=[CH:13][CH:14]=1.[ClH:56], predict the reaction product. The product is: [ClH:56].[C@H:1]12[CH2:7][C@H:4]([NH:5][CH2:6]1)[CH2:3][N:2]2[CH2:8][C:9]1[CH:10]=[C:11]([C:15]2[C:20]([CH3:21])=[CH:19][CH:18]=[C:17]([CH2:22][NH:23][C:24]([C:26]3[CH:31]=[CH:30][CH:29]=[C:28]([C:32]([NH:34][CH2:35][C:36]4[C:37]([NH:49][CH:50]5[CH2:55][CH2:54][O:53][CH2:52][CH2:51]5)=[C:38]5[CH:46]=[N:45][N:44]([CH2:47][CH3:48])[C:39]5=[N:40][C:41]=4[CH2:42][CH3:43])=[O:33])[N:27]=3)=[O:25])[CH:16]=2)[CH:12]=[CH:13][CH:14]=1. (4) Given the reactants P(OC1C=CC=CC=1)(OC1C=CC=CC=1)(O[CH:4]([C:6]1[CH:11]=[CH:10][CH:9]=[CH:8][C:7]=1[S:12]([CH:15]([CH3:17])[CH3:16])(=[O:14])=[O:13])[CH3:5])=O.[N-:32]=[N+:33]=[N-:34].[Na+], predict the reaction product. The product is: [N:32]([CH:4]([C:6]1[CH:11]=[CH:10][CH:9]=[CH:8][C:7]=1[S:12]([CH:15]([CH3:17])[CH3:16])(=[O:14])=[O:13])[CH3:5])=[N+:33]=[N-:34].